From a dataset of Forward reaction prediction with 1.9M reactions from USPTO patents (1976-2016). Predict the product of the given reaction. (1) Given the reactants [CH3:1][O:2][C:3](=[O:56])[NH:4][CH:5]([C:9]([N:11]1[CH:17]([C:18]2[NH:19][C:20]([C:23]3[CH:28]=[CH:27][C:26]([C:29]4[CH:34]=[CH:33][C:32]([C:35]5[NH:36][C:37]([CH:40]6[CH2:44][CH2:43][CH2:42][N:41]6[C:45](=[O:55])[CH:46]([NH:50][C:51]([O:53][CH3:54])=[O:52])[CH:47]([CH3:49])[CH3:48])=[N:38][CH:39]=5)=[CH:31][CH:30]=4)=[CH:25][CH:24]=3)=[CH:21][N:22]=2)C[C:13]2(CC2)[CH2:12]1)=[O:10])[CH:6]([CH3:8])[CH3:7].[S:57]1CCNC1, predict the reaction product. The product is: [CH3:1][O:2][C:3](=[O:56])[NH:4][CH:5]([C:9]([N:11]1[CH2:12][CH2:13][S:57][CH:17]1[C:18]1[NH:19][C:20]([C:23]2[CH:28]=[CH:27][C:26]([C:29]3[CH:34]=[CH:33][C:32]([C:35]4[NH:36][C:37]([CH:40]5[CH2:44][CH2:43][CH2:42][N:41]5[C:45](=[O:55])[CH:46]([NH:50][C:51]([O:53][CH3:54])=[O:52])[CH:47]([CH3:49])[CH3:48])=[N:38][CH:39]=4)=[CH:31][CH:30]=3)=[CH:25][CH:24]=2)=[CH:21][N:22]=1)=[O:10])[CH:6]([CH3:8])[CH3:7]. (2) Given the reactants [Li+].CC([N-]C(C)C)C.[CH2:9]([O:11][C:12]([C:14]1[N:15]=[C:16]([Br:22])[N:17]([CH:19]([CH3:21])[CH3:20])[CH:18]=1)=[O:13])[CH3:10].[C:23]([C:25]1[CH:32]=[CH:31][C:28]([CH:29]=[O:30])=[CH:27][CH:26]=1)#[N:24], predict the reaction product. The product is: [CH2:9]([O:11][C:12]([C:14]1[N:15]=[C:16]([Br:22])[N:17]([CH:19]([CH3:21])[CH3:20])[C:18]=1[CH:29]([C:28]1[CH:31]=[CH:32][C:25]([C:23]#[N:24])=[CH:26][CH:27]=1)[OH:30])=[O:13])[CH3:10].